From a dataset of Catalyst prediction with 721,799 reactions and 888 catalyst types from USPTO. Predict which catalyst facilitates the given reaction. Reactant: C([O:3][C:4](=[O:43])[CH2:5][CH2:6][CH2:7][CH2:8][CH2:9][CH:10]1[C:15]2=[N:16][C:17]([C:27]3[CH:32]=[CH:31][C:30]([CH3:33])=[CH:29][CH:28]=3)=[C:18]([C:20]3[CH:25]=[CH:24][C:23]([CH3:26])=[CH:22][CH:21]=3)[N:19]=[C:14]2[CH2:13][CH2:12][N:11]1C(OC1C=CC=CC=1)=O)C.[OH-].[Na+]. Product: [C:23]1([CH3:26])[CH:22]=[CH:21][C:20]([C:18]2[N:19]=[C:14]3[CH2:13][CH2:12][NH:11][CH:10]([CH2:9][CH2:8][CH2:7][CH2:6][CH2:5][C:4]([OH:43])=[O:3])[C:15]3=[N:16][C:17]=2[C:27]2[CH:28]=[CH:29][C:30]([CH3:33])=[CH:31][CH:32]=2)=[CH:25][CH:24]=1. The catalyst class is: 14.